This data is from Forward reaction prediction with 1.9M reactions from USPTO patents (1976-2016). The task is: Predict the product of the given reaction. (1) Given the reactants [CH2:1]([O:3][C:4]1[C:5]([N+:14]([O-])=O)=[CH:6][C:7]([F:13])=[C:8]([CH:12]=1)[C:9]([OH:11])=[O:10])[CH3:2].CN(C=O)C, predict the reaction product. The product is: [NH2:14][C:5]1[C:4]([O:3][CH2:1][CH3:2])=[CH:12][C:8]([C:9]([OH:11])=[O:10])=[C:7]([F:13])[CH:6]=1. (2) Given the reactants [CH:1]([C:3]1[O:7][C:6]([C:8]2[CH:9]=[N:10][N:11]3[C:16]([C:17]4[CH:18]=[C:19]([NH:23][C:24](=[O:35])[C:25]5[CH:30]=[CH:29][CH:28]=[C:27]([C:31]([F:34])([F:33])[F:32])[CH:26]=5)[CH:20]=[CH:21][CH:22]=4)=[CH:15][CH:14]=[N:13][C:12]=23)=[CH:5][CH:4]=1)=O.[NH:36]1[CH2:40][CH2:39][CH2:38][CH2:37]1.C(O[BH-](OC(=O)C)OC(=O)C)(=O)C.[Na+].C(=O)(O)[O-].[Na+], predict the reaction product. The product is: [N:36]1([CH2:1][C:3]2[O:7][C:6]([C:8]3[CH:9]=[N:10][N:11]4[C:16]([C:17]5[CH:18]=[C:19]([NH:23][C:24](=[O:35])[C:25]6[CH:30]=[CH:29][CH:28]=[C:27]([C:31]([F:34])([F:32])[F:33])[CH:26]=6)[CH:20]=[CH:21][CH:22]=5)=[CH:15][CH:14]=[N:13][C:12]=34)=[CH:5][CH:4]=2)[CH2:40][CH2:39][CH2:38][CH2:37]1. (3) The product is: [CH2:1]([C:3]1[CH:8]=[CH:7][C:6]([C:9]2[CH:14]=[C:13]3[C:12](=[C:11]([F:21])[C:10]=2[F:22])[O:20][CH:17]([CH3:18])[CH2:16][CH2:15]3)=[CH:5][CH:4]=1)[CH3:2]. Given the reactants [CH2:1]([C:3]1[CH:8]=[CH:7][C:6]([C:9]2[CH:14]=[C:13]([CH2:15][CH2:16][CH:17](O)[CH3:18])[C:12]([OH:20])=[C:11]([F:21])[C:10]=2[F:22])=[CH:5][CH:4]=1)[CH3:2].S(=O)(=O)(O)O.[OH-].[Na+], predict the reaction product. (4) Given the reactants N#N.[Br:3][C:4]1[CH:9]=[CH:8][C:7]([CH2:10][CH:11]([NH:15][C:16]([O:18][C:19]([CH3:22])([CH3:21])[CH3:20])=[O:17])[C:12](O)=O)=[CH:6][C:5]=1[F:23].C(N1CCOCC1)C.CN(C(ON1N=NC2C=CC=CC1=2)=[N+](C)C)C.[B-](F)(F)(F)F.[F:54][C:55]1[CH:56]=[C:57]([NH2:62])[C:58]([NH2:61])=[CH:59][CH:60]=1, predict the reaction product. The product is: [C:19]([O:18][C:16](=[O:17])[NH:15][CH:11]([C:12]1[NH:61][C:58]2[CH:59]=[CH:60][C:55]([F:54])=[CH:56][C:57]=2[N:62]=1)[CH2:10][C:7]1[CH:8]=[CH:9][C:4]([Br:3])=[C:5]([F:23])[CH:6]=1)([CH3:22])([CH3:21])[CH3:20]. (5) Given the reactants [F:1][C:2]1[CH:3]=[C:4]([C:20](OC)=[O:21])[C:5]2[C:6]3[C:17](=O)[CH2:16][N:15]4[C@:11]([CH3:19])([CH2:12][CH2:13][CH2:14]4)[C:7]=3[NH:8][C:9]=2[CH:10]=1.C(O)(=O)C.O.[NH2:29][NH2:30].O, predict the reaction product. The product is: [F:1][C:2]1[CH:3]=[C:4]2[C:20](=[O:21])[NH:30][N:29]=[C:17]3[CH2:16][N:15]4[CH2:14][CH2:13][CH2:12][C@:11]4([CH3:19])[C:7]4[NH:8][C:9]([CH:10]=1)=[C:5]2[C:6]=43. (6) Given the reactants Cl[C:2]1[N:10]=[CH:9][N:8]=[C:7]2[C:3]=1[N:4]=[CH:5][N:6]2[CH:11]1[CH2:16][CH2:15][CH2:14][CH2:13][O:12]1.[Cl:17][C:18]1[CH:23]=[CH:22][C:21]([CH:24]([C:36]2[CH:41]=[CH:40][C:39](B3OC(C)(C)C(C)(C)O3)=[CH:38][CH:37]=2)[N:25]2[C:33](=[O:34])[C:32]3[C:27](=[CH:28][CH:29]=[CH:30][CH:31]=3)[C:26]2=[O:35])=[CH:20][CH:19]=1.C([O-])([O-])=O.[K+].[K+].C(Cl)(Cl)Cl.O, predict the reaction product. The product is: [Cl:17][C:18]1[CH:19]=[CH:20][C:21]([CH:24]([C:36]2[CH:41]=[CH:40][C:39]([C:2]3[N:10]=[CH:9][N:8]=[C:7]4[C:3]=3[N:4]=[CH:5][N:6]4[CH:11]3[CH2:16][CH2:15][CH2:14][CH2:13][O:12]3)=[CH:38][CH:37]=2)[N:25]2[C:33](=[O:34])[C:32]3[C:27](=[CH:28][CH:29]=[CH:30][CH:31]=3)[C:26]2=[O:35])=[CH:22][CH:23]=1. (7) Given the reactants Br[C:2]1[C:7]([Cl:8])=[CH:6][C:5]([NH:9][C:10]2[N:14]=[C:13]([NH2:15])[NH:12][N:11]=2)=[CH:4][C:3]=1[Cl:16].[C:17]([O:21][C:22](=[O:43])[N:23]([CH3:42])[CH2:24][CH2:25][O:26][C:27]1[CH:32]=[CH:31][C:30](B2OC(C)(C)C(C)(C)O2)=[CH:29][CH:28]=1)([CH3:20])([CH3:19])[CH3:18].O1CCOCC1.O.C(=O)([O-])[O-].[K+].[K+], predict the reaction product. The product is: [C:17]([O:21][C:22](=[O:43])[N:23]([CH2:24][CH2:25][O:26][C:27]1[CH:32]=[CH:31][C:30]([C:2]2[C:7]([Cl:8])=[CH:6][C:5]([NH:9][C:10]3[N:14]=[C:13]([NH2:15])[NH:12][N:11]=3)=[CH:4][C:3]=2[Cl:16])=[CH:29][CH:28]=1)[CH3:42])([CH3:20])([CH3:18])[CH3:19].